From a dataset of Full USPTO retrosynthesis dataset with 1.9M reactions from patents (1976-2016). Predict the reactants needed to synthesize the given product. (1) Given the product [Cl:15][C:11]1[C:12]([CH3:14])=[CH:13][C:8]2[N:7]=[C:19]([C:20]3[CH:25]=[CH:24][CH:23]=[C:22]([C:26]4[CH:27]=[N:28][CH:29]=[N:30][CH:31]=4)[CH:21]=3)[CH2:18][C:17](=[O:33])[NH:16][C:9]=2[CH:10]=1, predict the reactants needed to synthesize it. The reactants are: C(OC(=O)[NH:7][C:8]1[CH:13]=[C:12]([CH3:14])[C:11]([Cl:15])=[CH:10][C:9]=1[NH:16][C:17](=[O:33])[CH2:18][C:19](=O)[C:20]1[CH:25]=[CH:24][CH:23]=[C:22]([C:26]2[CH:27]=[N:28][CH:29]=[N:30][CH:31]=2)[CH:21]=1)(C)(C)C.C(O)(C(F)(F)F)=O. (2) Given the product [C:6]([O:5][C:1]([CH3:4])([CH3:2])[CH3:3])(=[O:24])[CH2:7][CH2:8][CH2:9][CH2:10][CH2:11][CH2:12][CH2:13][CH2:14][CH2:15][CH2:16][CH2:17][CH2:18][CH2:19][CH2:20][C:21]([O:23][C:36]1[C:37]([F:46])=[C:38]([F:45])[C:39]([F:44])=[C:40]([F:43])[C:41]=1[F:42])=[O:22], predict the reactants needed to synthesize it. The reactants are: [C:1]([O:5][C:6](=[O:24])[CH2:7][CH2:8][CH2:9][CH2:10][CH2:11][CH2:12][CH2:13][CH2:14][CH2:15][CH2:16][CH2:17][CH2:18][CH2:19][CH2:20][C:21]([OH:23])=[O:22])([CH3:4])([CH3:3])[CH3:2].N1C=CC=CC=1.FC(F)(F)C(O[C:36]1[C:41]([F:42])=[C:40]([F:43])[C:39]([F:44])=[C:38]([F:45])[C:37]=1[F:46])=O.C(O)(=O)CC(CC(O)=O)(C(O)=O)O. (3) The reactants are: [CH3:1][C:2]1[C:11]2[C:6](=[CH:7][CH:8]=[CH:9][CH:10]=2)[C:5]([C:12]([OH:14])=[O:13])=[CH:4][CH:3]=1.Cl.[CH3:16]O. Given the product [CH3:1][C:2]1[C:11]2[C:6](=[CH:7][CH:8]=[CH:9][CH:10]=2)[C:5]([C:12]([O:14][CH3:16])=[O:13])=[CH:4][CH:3]=1, predict the reactants needed to synthesize it. (4) Given the product [CH3:11][O:10][N:9]([CH3:8])[C:18]([C:17]1[C:13]([CH3:12])=[N:14][O:15][C:16]=1[CH3:21])=[O:19], predict the reactants needed to synthesize it. The reactants are: N1C=CC=CC=1.Cl.[CH3:8][NH:9][O:10][CH3:11].[CH3:12][C:13]1[C:17]([C:18](Cl)=[O:19])=[C:16]([CH3:21])[O:15][N:14]=1. (5) Given the product [F:1][C:2]1[CH:3]=[CH:4][C:5]([N:8]2[C:16]3[C:11](=[CH:12][C:13]([O:17][C@H:18]([C:22]4[CH:23]=[CH:24][C:25]([O:28][CH3:29])=[CH:26][CH:27]=4)[C@@H:19]([NH:21][C:30](=[O:35])[C:31]([CH3:34])([CH3:33])[CH3:32])[CH3:20])=[CH:14][CH:15]=3)[CH:10]=[N:9]2)=[CH:6][CH:7]=1, predict the reactants needed to synthesize it. The reactants are: [F:1][C:2]1[CH:7]=[CH:6][C:5]([N:8]2[C:16]3[C:11](=[CH:12][C:13]([O:17][C@H:18]([C:22]4[CH:27]=[CH:26][C:25]([O:28][CH3:29])=[CH:24][CH:23]=4)[C@@H:19]([NH2:21])[CH3:20])=[CH:14][CH:15]=3)[CH:10]=[N:9]2)=[CH:4][CH:3]=1.[C:30](Cl)(=[O:35])[C:31]([CH3:34])([CH3:33])[CH3:32]. (6) Given the product [CH3:1][C:2]1[CH:10]=[CH:9][C:5]([C:6]([O:8][CH3:17])=[O:7])=[C:4]([OH:11])[CH:3]=1, predict the reactants needed to synthesize it. The reactants are: [CH3:1][C:2]1[CH:10]=[CH:9][C:5]([C:6]([OH:8])=[O:7])=[C:4]([OH:11])[CH:3]=1.S(=O)(=O)(O)O.[CH3:17]O. (7) The reactants are: [C:1]([Si:5]([O:18][CH2:19][C:20]([CH3:44])=[CH:21][CH2:22][CH2:23][C:24]([CH3:43])=[CH:25][CH2:26][C:27]1[C:32]([O:33][CH2:34][O:35][CH3:36])=[CH:31][C:30]([CH2:37]I)=[CH:29][C:28]=1[O:39][CH2:40][O:41][CH3:42])([C:12]1[CH:17]=[CH:16][CH:15]=[CH:14][CH:13]=1)[C:6]1[CH:11]=[CH:10][CH:9]=[CH:8][CH:7]=1)([CH3:4])([CH3:3])[CH3:2].[I-].[Na+].CCOCC.[P:52]([O:59]CC)([O:56][CH2:57][CH3:58])[O:53][CH2:54][CH3:55]. Given the product [CH2:54]([O:53][P:52]([CH2:37][C:30]1[CH:31]=[C:32]([O:33][CH2:34][O:35][CH3:36])[C:27]([CH2:26][CH:25]=[C:24]([CH3:43])[CH2:23][CH2:22][CH:21]=[C:20]([CH3:44])[CH2:19][O:18][Si:5]([C:1]([CH3:2])([CH3:3])[CH3:4])([C:6]2[CH:7]=[CH:8][CH:9]=[CH:10][CH:11]=2)[C:12]2[CH:13]=[CH:14][CH:15]=[CH:16][CH:17]=2)=[C:28]([O:39][CH2:40][O:41][CH3:42])[CH:29]=1)(=[O:59])[O:56][CH2:57][CH3:58])[CH3:55], predict the reactants needed to synthesize it.